From a dataset of Full USPTO retrosynthesis dataset with 1.9M reactions from patents (1976-2016). Predict the reactants needed to synthesize the given product. (1) Given the product [Cl:9][C:10]1[CH:15]=[C:14]([I:16])[CH:13]=[C:12]([Cl:17])[C:11]=1[CH3:2], predict the reactants needed to synthesize it. The reactants are: [Li+].[CH3:2]C([N-]C(C)C)C.[Cl:9][C:10]1[CH:15]=[C:14]([I:16])[CH:13]=[C:12]([Cl:17])[CH:11]=1.COS(OC)(=O)=O. (2) Given the product [CH:31]1[CH:32]=[CH:33][C:28]2[N:27]([OH:26])[N:35]=[N:34][C:29]=2[CH:30]=1, predict the reactants needed to synthesize it. The reactants are: C(OC(N1CCC(C(O)=O)CC1)=O)(C)(C)C.[Li+].[Cl-].CN(C([O:26][N:27]1[N:35]=[N:34][C:29]2[CH:30]=[CH:31][CH:32]=[CH:33][C:28]1=2)=[N+](C)C)C.[B-](F)(F)(F)F.C1(CS(N)(=O)=O)C=CC=CC=1.Cl.